From a dataset of Catalyst prediction with 721,799 reactions and 888 catalyst types from USPTO. Predict which catalyst facilitates the given reaction. (1) Reactant: [NH2:1][C@H:2]([CH3:5])[CH2:3][OH:4].[CH3:6][C@@H:7]1[CH2:9][O:8]1. Product: [OH:8][C@H:7]([CH3:9])[CH2:6][NH:1][C@H:2]([CH3:5])[CH2:3][OH:4]. The catalyst class is: 6. (2) Product: [NH2:8][C:9]1[C:10]([C:27]2[O:31][C:30]([CH2:32][C:33]([OH:35])=[O:34])=[N:29][N:28]=2)=[N:11][C:12]([C:15]2[CH:20]=[CH:19][C:18]([S:21]([CH:24]([CH3:26])[CH3:25])(=[O:23])=[O:22])=[CH:17][CH:16]=2)=[CH:13][N:14]=1. The catalyst class is: 2. Reactant: C(O)(C(F)(F)F)=O.[NH2:8][C:9]1[C:10]([C:27]2[O:31][C:30]([CH2:32][C:33]([O:35]C(C)(C)C)=[O:34])=[N:29][N:28]=2)=[N:11][C:12]([C:15]2[CH:20]=[CH:19][C:18]([S:21]([CH:24]([CH3:26])[CH3:25])(=[O:23])=[O:22])=[CH:17][CH:16]=2)=[CH:13][N:14]=1. (3) Reactant: [NH2:1][C@H:2]([C:4]1[N:13]([CH:14]2[CH2:16][CH2:15]2)[C:12](=[O:17])[C:11]2[C:6](=[CH:7][CH:8]=[CH:9][C:10]=2[Cl:18])[N:5]=1)[CH3:3].Cl[C:20]1[N:25]=[CH:24][N:23]=[C:22]([NH2:26])[C:21]=1[C:27]1[N:31]=[C:30]([CH3:32])[O:29][N:28]=1.CCN(C(C)C)C(C)C.CCOC(C)=O. Product: [NH2:26][C:22]1[N:23]=[CH:24][N:25]=[C:20]([NH:1][C@H:2]([C:4]2[N:13]([CH:14]3[CH2:16][CH2:15]3)[C:12](=[O:17])[C:11]3[C:6](=[CH:7][CH:8]=[CH:9][C:10]=3[Cl:18])[N:5]=2)[CH3:3])[C:21]=1[C:27]1[N:31]=[C:30]([CH3:32])[O:29][N:28]=1. The catalyst class is: 114. (4) Reactant: [H-].[Na+].[Br:3][C:4]1[CH:5]=[C:6]([CH:16]=[CH:17][CH:18]=1)[CH2:7][NH:8][C:9](=[O:15])[O:10][C:11]([CH3:14])([CH3:13])[CH3:12].[CH3:19]I. Product: [Br:3][C:4]1[CH:5]=[C:6]([CH:16]=[CH:17][CH:18]=1)[CH2:7][N:8]([CH3:19])[C:9](=[O:15])[O:10][C:11]([CH3:14])([CH3:13])[CH3:12]. The catalyst class is: 3. (5) Reactant: [F:1][C:2]1[C:7]([F:8])=[C:6]([F:9])[CH:5]=[CH:4][C:3]=1[C:10]1[C:11]2[N:12]([N:16]=[C:17]([NH2:19])[N:18]=2)[CH:13]=[CH:14][CH:15]=1.ClC(Cl)(Cl)C(Cl)(Cl)Cl.C(N(CC)CC)C.CP(C)C.[F:39][C:40]1([F:55])[C:45](O)(O)[CH2:44][CH2:43][N:42]([C:48]([O:50][C:51]([CH3:54])([CH3:53])[CH3:52])=[O:49])[CH2:41]1.[B][B][B][B][B][B][B][B][B][B].C([O-])(O)=O.[Na+]. The catalyst class is: 36. Product: [C:51]([O:50][C:48]([N:42]1[CH2:43][CH2:44][CH:45]([NH:19][C:17]2[N:18]=[C:11]3[C:10]([C:3]4[CH:4]=[CH:5][C:6]([F:9])=[C:7]([F:8])[C:2]=4[F:1])=[CH:15][CH:14]=[CH:13][N:12]3[N:16]=2)[C:40]([F:55])([F:39])[CH2:41]1)=[O:49])([CH3:54])([CH3:52])[CH3:53]. (6) Reactant: [H-].[Na+].[NH2:3][C:4]1[C:5]2[C:13](=[O:14])[CH:12]=[CH:11][NH:10][C:6]=2[N:7]=[CH:8][N:9]=1.[Br:15][C:16]1[C:23]([O:24][CH2:25][CH3:26])=[C:22]([CH:27](Cl)[CH3:28])[CH:21]=[C:20]([Cl:30])[C:17]=1[C:18]#[N:19]. Product: [NH2:3][C:4]1[C:5]2[C:13](=[O:14])[CH:12]=[CH:11][N:10]([CH:27]([C:22]3[CH:21]=[C:20]([Cl:30])[C:17]([C:18]#[N:19])=[C:16]([Br:15])[C:23]=3[O:24][CH2:25][CH3:26])[CH3:28])[C:6]=2[N:7]=[CH:8][N:9]=1. The catalyst class is: 454. (7) Reactant: [CH3:1][C@H:2]1[NH:7][C@@H:6]([CH3:8])[CH2:5][N:4]([C:9](=O)[CH2:10][C:11]2[CH:16]=[CH:15][C:14]([O:17][C:18]([F:21])([F:20])[F:19])=[CH:13][CH:12]=2)[CH2:3]1.[H-].[H-].[H-].[H-].[Li+].[Al+3].O. Product: [CH3:1][C@H:2]1[NH:7][C@@H:6]([CH3:8])[CH2:5][N:4]([CH2:9][CH2:10][C:11]2[CH:16]=[CH:15][C:14]([O:17][C:18]([F:20])([F:21])[F:19])=[CH:13][CH:12]=2)[CH2:3]1. The catalyst class is: 1. (8) Reactant: [Cl:1][C:2]1[CH:3]=[C:4]([NH:10][C@H:11]([CH2:20][NH:21][S:22]([C:25]2[CH:30]=[CH:29][CH:28]=[CH:27][C:26]=2[N+:31]([O-:33])=[O:32])(=[O:24])=[O:23])[CH2:12][C:13]([O:15][C:16]([CH3:19])([CH3:18])[CH3:17])=[O:14])[CH:5]=[CH:6][C:7]=1[C:8]#[N:9].CI.[C:36]([O-])([O-])=O.[K+].[K+]. Product: [Cl:1][C:2]1[CH:3]=[C:4]([NH:10][C@H:11]([CH2:20][N:21]([CH3:36])[S:22]([C:25]2[CH:30]=[CH:29][CH:28]=[CH:27][C:26]=2[N+:31]([O-:33])=[O:32])(=[O:23])=[O:24])[CH2:12][C:13]([O:15][C:16]([CH3:18])([CH3:19])[CH3:17])=[O:14])[CH:5]=[CH:6][C:7]=1[C:8]#[N:9]. The catalyst class is: 18. (9) Reactant: [Cl:1][CH:2]([Cl:7])[C:3](OC)=[O:4].C[O-].[Na+].[F:11][C:12]1[CH:13]=[C:14]([C:20](=[O:22])[CH3:21])[CH:15]=[CH:16][C:17]=1[O:18][CH3:19].Cl. Product: [Cl:7][CH:2]([Cl:1])[C:3](=[O:4])[CH2:21][C:20]([C:14]1[CH:15]=[CH:16][C:17]([O:18][CH3:19])=[C:12]([F:11])[CH:13]=1)=[O:22]. The catalyst class is: 28.